This data is from Forward reaction prediction with 1.9M reactions from USPTO patents (1976-2016). The task is: Predict the product of the given reaction. (1) Given the reactants [N:1]([CH2:4][C:5]([O:7][CH2:8][CH3:9])=[O:6])=[C:2]=[S:3].Cl.[O-:11][Mn](=O)(=O)=O.[K+].[N:17]([CH2:20][C:21]([O:23][CH2:24][CH3:25])=[O:22])=[C:18]=[O:19], predict the reaction product. The product is: [CH2:8]([O:7][C:5]([CH2:4][N:1]1[C:2](=[O:11])[S:3][N:17]([CH2:20][C:21]([O:23][CH2:24][CH3:25])=[O:22])[C:18]1=[O:19])=[O:6])[CH3:9]. (2) The product is: [CH3:1][NH:2][C:3]1[N:8]=[C:7]([CH2:9][CH2:10][O:11][C:12]2[CH:17]=[CH:16][C:15]([CH2:18][CH:19]([C:26]3[S:27][CH:28]=[CH:29][N:30]=3)[CH2:20][C:21]([OH:23])=[O:22])=[CH:14][CH:13]=2)[CH:6]=[CH:5][CH:4]=1. Given the reactants [CH3:1][NH:2][C:3]1[N:8]=[C:7]([CH2:9][CH2:10][O:11][C:12]2[CH:17]=[CH:16][C:15]([CH2:18][CH:19]([C:26]3[S:27][CH:28]=[CH:29][N:30]=3)[CH2:20][C:21]([O:23]CC)=[O:22])=[CH:14][CH:13]=2)[CH:6]=[CH:5][CH:4]=1.[Li+].[OH-], predict the reaction product. (3) Given the reactants [ClH:1].O1CCOCC1.[Br:8][C:9]1[N:25]=[C:12]2[CH:13]=[C:14]([NH:17]C(=O)OC(C)(C)C)[CH:15]=[CH:16][N:11]2[N:10]=1, predict the reaction product. The product is: [ClH:1].[Br:8][C:9]1[N:25]=[C:12]2[CH:13]=[C:14]([NH2:17])[CH:15]=[CH:16][N:11]2[N:10]=1.